Task: Predict the product of the given reaction.. Dataset: Forward reaction prediction with 1.9M reactions from USPTO patents (1976-2016) (1) Given the reactants [CH3:1][O:2][C:3](=[O:14])[C:4]1[CH:9]=[C:8](Br)[CH:7]=[C:6]([C:11](=[O:13])[CH3:12])[CH:5]=1.[CH3:15][C:16]([CH3:31])=[CH:17][Sn](CCCC)(CCCC)CCCC, predict the reaction product. The product is: [CH3:1][O:2][C:3](=[O:14])[C:4]1[CH:9]=[C:8]([CH:15]=[C:16]([CH3:31])[CH3:17])[CH:7]=[C:6]([C:11](=[O:13])[CH3:12])[CH:5]=1. (2) Given the reactants C(OC([N:8]1[C:12]2[N:13]=[CH:14][N:15]=[C:16]([N:17]3[CH2:24][C:21]4([CH2:23][CH2:22]4)[N:20]([S:25](=[O:38])(=[O:37])[N:26]([CH2:32][CH2:33][CH2:34][C:35]#[N:36])[CH2:27][CH2:28][CH2:29][C:30]#[N:31])[CH2:19][CH2:18]3)[C:11]=2[CH:10]=[CH:9]1)=O)(C)(C)C.C(O)(C(F)(F)F)=O, predict the reaction product. The product is: [C:30]([CH2:29][CH2:28][CH2:27][N:26]([CH2:32][CH2:33][CH2:34][C:35]#[N:36])[S:25]([N:20]1[CH2:19][CH2:18][N:17]([C:16]2[C:11]3[CH:10]=[CH:9][NH:8][C:12]=3[N:13]=[CH:14][N:15]=2)[CH2:24][C:21]21[CH2:23][CH2:22]2)(=[O:38])=[O:37])#[N:31]. (3) Given the reactants Cl.[F:2][CH:3]1[CH:8]([O:9][C:10]2[CH:15]=[CH:14][C:13]([N+:16]([O-:18])=[O:17])=[CH:12][CH:11]=2)[CH2:7][CH2:6][NH:5][CH2:4]1.C=O.[BH3-][C:22]#N.[Na+].C([O-])([O-])=O.[Na+].[Na+], predict the reaction product. The product is: [F:2][CH:3]1[CH:8]([O:9][C:10]2[CH:11]=[CH:12][C:13]([N+:16]([O-:18])=[O:17])=[CH:14][CH:15]=2)[CH2:7][CH2:6][N:5]([CH3:22])[CH2:4]1. (4) Given the reactants [CH3:1][C@H:2]1[CH2:8][NH:7][CH2:6][C:5]2[CH:9]=[CH:10][C:11]([C:13]([O:15][CH3:16])=[O:14])=[CH:12][C:4]=2[O:3]1.[N:17]([C:20]1[CH:25]=[CH:24][C:23]([O:26][CH3:27])=[CH:22][CH:21]=1)=[C:18]=[O:19], predict the reaction product. The product is: [CH3:27][O:26][C:23]1[CH:24]=[CH:25][C:20]([NH:17][C:18]([N:7]2[CH2:6][C:5]3[CH:9]=[CH:10][C:11]([C:13]([O:15][CH3:16])=[O:14])=[CH:12][C:4]=3[O:3][C@@H:2]([CH3:1])[CH2:8]2)=[O:19])=[CH:21][CH:22]=1. (5) Given the reactants Br[C:2]1[C:13]2[O:12][C:9]3([CH2:11][CH2:10]3)[C:8](=[O:14])[N:7]([CH3:15])[C:6]=2[CH:5]=[C:4]([S:16]([CH3:19])(=[O:18])=[O:17])[CH:3]=1.[CH3:20][N:21]1[CH:26]=[C:25](B2OC(C)(C)C(C)(C)O2)[C:24]2[CH:36]=[CH:37][N:38]([S:39]([C:42]3[CH:47]=[CH:46][C:45]([CH3:48])=[CH:44][CH:43]=3)(=[O:41])=[O:40])[C:23]=2[C:22]1=[O:49].[F-].[Cs+], predict the reaction product. The product is: [CH3:15][N:7]1[C:6]2[CH:5]=[C:4]([S:16]([CH3:19])(=[O:18])=[O:17])[CH:3]=[C:2]([C:25]3[C:24]4[CH:36]=[CH:37][N:38]([S:39]([C:42]5[CH:47]=[CH:46][C:45]([CH3:48])=[CH:44][CH:43]=5)(=[O:41])=[O:40])[C:23]=4[C:22](=[O:49])[N:21]([CH3:20])[CH:26]=3)[C:13]=2[O:12][C:9]2([CH2:11][CH2:10]2)[C:8]1=[O:14]. (6) Given the reactants [Cl:1][C:2]1[CH:3]=[CH:4][C:5]([C:21](O)=O)=N[C:7]=1[C:8]1[CH:17]=[CH:16][C:15]2[C:10](=[CH:11][CH:12]=[C:13]([OH:20])[C:14]=2[CH:18]=[O:19])[CH:9]=1.O[N:25]1[C:29]2[CH:30]=CC=CC=2N=N1.C[O:35][CH2:36][CH2:37]N.C(N(CC)CC)C.Cl.C1C[O:50][CH2:49]C1, predict the reaction product. The product is: [Cl:1][C:2]1[CH:3]=[CH:4][C:5]([C:49]([N:25]2[CH2:29][CH2:30][O:35][CH2:36][CH2:37]2)=[O:50])=[CH:21][C:7]=1[C:8]1[CH:9]=[C:10]2[C:15](=[CH:16][CH:17]=1)[C:14]([CH:18]=[O:19])=[C:13]([OH:20])[CH:12]=[CH:11]2.